From a dataset of Reaction yield outcomes from USPTO patents with 853,638 reactions. Predict the reaction yield, written as a fraction of the theoretical maximum amount of product (1.0 means a 100% yield; for example, 0.34 means a 34% yield). (1) The reactants are [Br:1][C:2]1[CH:3]=[CH:4][C:5]([NH2:11])=[N:6][C:7]=1[CH:8]1[CH2:10][CH2:9]1.FC(F)(F)C(O)=O.[I:19]N1C(=O)CCC1=O. No catalyst specified. The product is [Br:1][C:2]1[CH:3]=[C:4]([I:19])[C:5]([NH2:11])=[N:6][C:7]=1[CH:8]1[CH2:9][CH2:10]1. The yield is 1.00. (2) The reactants are [N:1]1[CH:6]=[CH:5][CH:4]=[C:3]([CH2:7][OH:8])[CH:2]=1.C1(P(C2C=CC=CC=2)C2C=CC=CC=2)C=CC=CC=1.CCOC(/N=N/C(OCC)=O)=O.[CH3:40][O:41][C:42]1[C:43]([CH3:70])=[C:44]([C:61]([O:68][CH3:69])=[C:62]([O:66][CH3:67])[C:63]=1[O:64][CH3:65])[CH2:45][C:46]1[CH:47]=[CH:48][C:49](O)=[C:50]([CH:59]=1)[C:51]([N:53]1[CH2:58][CH2:57][CH2:56][CH2:55][CH2:54]1)=[O:52].[OH-].[Na+]. The catalyst is C1C=CC=CC=1. The product is [CH3:40][O:41][C:42]1[C:43]([CH3:70])=[C:44]([C:61]([O:68][CH3:69])=[C:62]([O:66][CH3:67])[C:63]=1[O:64][CH3:65])[CH2:45][C:46]1[CH:47]=[CH:48][C:49]([O:8][CH2:7][C:3]2[CH:2]=[N:1][CH:6]=[CH:5][CH:4]=2)=[C:50]([CH:59]=1)[C:51]([N:53]1[CH2:58][CH2:57][CH2:56][CH2:55][CH2:54]1)=[O:52]. The yield is 0.900. (3) The reactants are CCN(C(C)C)C(C)C.[CH3:10][N:11]([C:21]1[CH:26]=[CH:25][CH:24]=[CH:23][CH:22]=1)[C:12]1[CH:20]=[CH:19][C:15]([C:16]([OH:18])=O)=[CH:14][CH:13]=1.CCN=C=NCCCN(C)C.C1C=CC2N(O)N=NC=2C=1.[NH2:48][CH2:49][C:50]([N:52]1[CH2:57][CH2:56][N:55]([C:58](=[O:69])[C:59]2[CH:64]=[CH:63][CH:62]=[CH:61][C:60]=2[C:65]([F:68])([F:67])[F:66])[CH2:54][CH2:53]1)=[O:51].C(O)(C(F)(F)F)=O. The catalyst is CN(C=O)C.O. The product is [CH3:10][N:11]([C:21]1[CH:26]=[CH:25][CH:24]=[CH:23][CH:22]=1)[C:12]1[CH:13]=[CH:14][C:15]([C:16]([NH:48][CH2:49][C:50](=[O:51])[N:52]2[CH2:53][CH2:54][N:55]([C:58](=[O:69])[C:59]3[CH:64]=[CH:63][CH:62]=[CH:61][C:60]=3[C:65]([F:66])([F:68])[F:67])[CH2:56][CH2:57]2)=[O:18])=[CH:19][CH:20]=1. The yield is 0.260. (4) The reactants are Br[CH2:2][B-:3]([F:6])([F:5])[F:4].[K+:7].[CH3:8][C@@H:9]1[NH:14][CH2:13][CH2:12][N:11]([C:15]([O:17][C:18]([CH3:21])([CH3:20])[CH3:19])=[O:16])[CH2:10]1.C([O-])([O-])=O.[K+].[K+]. The catalyst is C1COCC1. The product is [C:18]([O:17][C:15]([N:11]1[CH2:12][CH2:13][N:14]([CH2:2][B-:3]([F:6])([F:5])[F:4])[C@@H:9]([CH3:8])[CH2:10]1)=[O:16])([CH3:21])([CH3:19])[CH3:20].[K+:7]. The yield is 0.880. (5) The reactants are Cl[C:2]1[N:7]=[C:6]([NH:8][CH:9]([C:16]2[CH:21]=[CH:20][C:19]([F:22])=[CH:18][CH:17]=2)[C:10]2[N:11]([CH3:15])[CH:12]=[CH:13][N:14]=2)[N:5]=[C:4]([NH:23][C:24]2[N:25]=[CH:26][N:27]([CH3:29])[CH:28]=2)[N:3]=1.[NH:30]1[CH2:35][CH2:34][O:33][CH2:32][CH2:31]1. The catalyst is C(#N)C. The product is [F:22][C:19]1[CH:20]=[CH:21][C:16]([CH:9]([C:10]2[N:11]([CH3:15])[CH:12]=[CH:13][N:14]=2)[NH:8][C:6]2[N:5]=[C:4]([NH:23][C:24]3[N:25]=[CH:26][N:27]([CH3:29])[CH:28]=3)[N:3]=[C:2]([N:30]3[CH2:35][CH2:34][O:33][CH2:32][CH2:31]3)[N:7]=2)=[CH:17][CH:18]=1. The yield is 0.0747. (6) The reactants are C([Si](CC)(CC)[O:4][C:5]([CH:7]=[C:8]([CH3:10])[CH3:9])=[CH2:6])C.[N+:15]([C:18]1[CH:25]=[N:24][CH:23]=[CH:22][C:19]=1[CH:20]=[O:21])([O-:17])=[O:16].CC(C)(C)/C(/O)=C/C(C(C(C(F)(F)F)(F)F)(F)F)=O.CC(C)(C)/C(/O)=C/C(C(C(C(F)(F)F)(F)F)(F)F)=O.CC(C)(C)/C(/O)=C/C(C(C(C(F)(F)F)(F)F)(F)F)=O.[Eu]. The catalyst is C(Cl)(Cl)Cl. The product is [OH:21][CH:20]([C:19]1[CH:22]=[CH:23][N:24]=[CH:25][C:18]=1[N+:15]([O-:17])=[O:16])[CH2:4][C:5](=[O:6])[CH:7]=[C:8]([CH3:9])[CH3:10]. The yield is 0.220. (7) The reactants are CC(OC(/N=N/C(OC(C)C)=O)=O)C.Cl[C:16]1[C:25]2[C:20](=[CH:21][C:22]([CH2:26][OH:27])=[CH:23][CH:24]=2)[N:19]=[C:18]([CH3:28])[CH:17]=1.C1(P(C2C=CC=CC=2)C2C=CC=CC=2)C=CC=CC=1.[CH3:48][O:49][C:50]1[CH:55]=[CH:54][CH:53]=[CH:52][C:51]=1O.[NH:57]1[CH2:61][CH2:60][CH2:59][CH2:58]1.[C:62]([OH:67])(=[O:66])[C:63]([OH:65])=[O:64]. The catalyst is ClCCl.C(O)C. The product is [C:62]([OH:67])(=[O:66])[C:63]([OH:65])=[O:64].[CH3:48][O:49][C:50]1[CH:55]=[CH:54][CH:53]=[CH:52][C:51]=1[O:27][CH2:26][C:22]1[CH:21]=[C:20]2[C:25]([C:16]([N:57]3[CH2:61][CH2:60][CH2:59][CH2:58]3)=[CH:17][C:18]([CH3:28])=[N:19]2)=[CH:24][CH:23]=1. The yield is 0.430. (8) The reactants are [CH3:1][N:2]1[CH2:7][CH2:6][N:5]([C@@H:8]2[C:16]3[C:11](=[CH:12][C:13]([C:17]([NH:19][C:20]4[CH:25]=[CH:24][C:23]([CH3:26])=[C:22]([NH:27][C:28]5[N:33]=[C:32]([C:34]6[CH:35]=[N:36][CH:37]=[CH:38][CH:39]=6)[CH:31]=[CH:30][N:29]=5)[CH:21]=4)=[O:18])=[CH:14][CH:15]=3)[CH2:10][CH2:9]2)[CH2:4][CH2:3]1.[S:40](=[O:44])(=[O:43])([OH:42])[OH:41]. The catalyst is C(O)C. The product is [S:40]([OH:44])([OH:43])(=[O:42])=[O:41].[CH3:1][N:2]1[CH2:7][CH2:6][N:5]([C@@H:8]2[C:16]3[C:11](=[CH:12][C:13]([C:17]([NH:19][C:20]4[CH:25]=[CH:24][C:23]([CH3:26])=[C:22]([NH:27][C:28]5[N:33]=[C:32]([C:34]6[CH:35]=[N:36][CH:37]=[CH:38][CH:39]=6)[CH:31]=[CH:30][N:29]=5)[CH:21]=4)=[O:18])=[CH:14][CH:15]=3)[CH2:10][CH2:9]2)[CH2:4][CH2:3]1. The yield is 0.575. (9) The reactants are [F:1][CH2:2][CH2:3][O:4][C:5]1[C:9]([CH3:10])=[C:8]([NH2:11])[N:7]([C:12]2[CH:17]=[CH:16][CH:15]=[CH:14][CH:13]=2)[N:6]=1.C1(C2C=CC([CH2:27][O:28]C)=CC=2CN)CC1.[CH3:32][O:33][CH2:34][C:35]1[CH:36]=[CH:37][C:38]([O:43][C:44]([F:47])([F:46])[F:45])=[C:39]([CH2:41][NH2:42])[CH:40]=1. No catalyst specified. The product is [F:1][CH2:2][CH2:3][O:4][C:5]1[C:9]([CH3:10])=[C:8]([NH:11][C:27]([NH:42][CH2:41][C:39]2[CH:40]=[C:35]([CH2:34][O:33][CH3:32])[CH:36]=[CH:37][C:38]=2[O:43][C:44]([F:45])([F:46])[F:47])=[O:28])[N:7]([C:12]2[CH:17]=[CH:16][CH:15]=[CH:14][CH:13]=2)[N:6]=1. The yield is 0.200. (10) The reactants are [F:1][C:2]1[CH:7]=[CH:6][C:5]([C:8]2[C:9]([C:21]3[CH:26]=[CH:25][CH:24]=[C:23]([CH3:27])[N:22]=3)=[N:10][N:11]([CH2:13][O:14][CH2:15][CH2:16][Si:17]([CH3:20])([CH3:19])[CH3:18])[CH:12]=2)=[CH:4][C:3]=1B1OC(C)(C)C(C)(C)O1.I[C:38]1[N:39]=[CH:40][N:41]([CH3:43])[CH:42]=1.O. The catalyst is COCCOC. The product is [F:1][C:2]1[CH:7]=[CH:6][C:5]([C:8]2[C:9]([C:21]3[CH:26]=[CH:25][CH:24]=[C:23]([CH3:27])[N:22]=3)=[N:10][N:11]([CH2:13][O:14][CH2:15][CH2:16][Si:17]([CH3:20])([CH3:18])[CH3:19])[CH:12]=2)=[CH:4][C:3]=1[C:38]1[N:39]=[CH:40][N:41]([CH3:43])[CH:42]=1. The yield is 0.530.